Predict the reaction yield, written as a fraction of the theoretical maximum amount of product (1.0 means a 100% yield; for example, 0.34 means a 34% yield). From a dataset of Reaction yield outcomes from USPTO patents with 853,638 reactions. (1) The reactants are [CH2:1]([O:8][C:9]([N:11]1[CH2:16][CH2:15][CH:14]([CH2:17][C:18]([OH:20])=O)[CH2:13][CH2:12]1)=[O:10])[C:2]1[CH:7]=[CH:6][CH:5]=[CH:4][CH:3]=1.O=S(Cl)[Cl:23]. The catalyst is C(Cl)Cl. The product is [Cl:23][C:18](=[O:20])[CH2:17][CH:14]1[CH2:15][CH2:16][N:11]([C:9]([O:8][CH2:1][C:2]2[CH:7]=[CH:6][CH:5]=[CH:4][CH:3]=2)=[O:10])[CH2:12][CH2:13]1. The yield is 0.990. (2) The reactants are [O:1]1[C:5]2[CH:6]=[CH:7][CH:8]=[CH:9][C:4]=2[N:3]=[C:2]1[C:10]1[CH:19]=[CH:18][C:13]([C:14](OC)=[O:15])=[CH:12][CH:11]=1.CC(C[AlH]CC(C)C)C. The catalyst is C1COCC1. The product is [O:1]1[C:5]2[CH:6]=[CH:7][CH:8]=[CH:9][C:4]=2[N:3]=[C:2]1[C:10]1[CH:19]=[CH:18][C:13]([CH2:14][OH:15])=[CH:12][CH:11]=1. The yield is 0.890. (3) The yield is 0.590. The product is [O:24]=[C:15]1[C:16]2[C:21](=[CH:20][CH:19]=[CH:18][CH:17]=2)[C:22](=[O:23])[N:14]1[CH2:13][CH2:12][CH2:11][CH2:10][C:7]1[CH:8]=[CH:9][C:4]([O:3][C:27](=[S:28])[N:26]([CH3:30])[CH3:25])=[CH:5][CH:6]=1. The catalyst is CN(C=O)C. The reactants are [H-].[Na+].[OH:3][C:4]1[CH:9]=[CH:8][C:7]([CH2:10][CH2:11][CH2:12][CH2:13][N:14]2[C:22](=[O:23])[C:21]3[C:16](=[CH:17][CH:18]=[CH:19][CH:20]=3)[C:15]2=[O:24])=[CH:6][CH:5]=1.[CH3:25][N:26]([CH3:30])[C:27](Cl)=[S:28]. (4) The product is [CH2:25]([NH:27][C:28]1[C:2]2[CH2:8][CH2:7][CH2:6][C:5]3[CH:9]=[C:10]([N:13]4[CH2:17][C@H:16]([CH2:18][NH:19][C:20](=[O:22])[CH3:21])[O:15][C:14]4=[O:23])[CH:11]=[CH:12][C:4]=3[C:3]=2[NH:30][N:29]=1)[CH3:26]. No catalyst specified. The reactants are Br[CH:2]1[CH2:8][CH2:7][CH2:6][C:5]2[CH:9]=[C:10]([N:13]3[CH2:17][C@H:16]([CH2:18][NH:19][C:20](=[O:22])[CH3:21])[O:15][C:14]3=[O:23])[CH:11]=[CH:12][C:4]=2[C:3]1=O.[CH2:25]([NH:27][C:28](=S)[NH:29][NH2:30])[CH3:26]. The yield is 0.210. (5) The reactants are [CH2:1]([C:3]1[CH:4]=[CH:5][C:6]([CH:9]=[CH:10][C:11]2[C:19]3[C:14](=[CH:15][C:16]([NH:20][C:21]4[CH:29]=[CH:28][CH:27]=[CH:26][C:22]=4[C:23](O)=[O:24])=[CH:17][CH:18]=3)[NH:13][N:12]=2)=[N:7][CH:8]=1)[CH3:2].C(O)(C(F)(F)F)=O.[CH2:37]([NH2:40])[C:38]#[CH:39].CN(C(ON1N=NC2C=CC=NC1=2)=[N+](C)C)C.F[P-](F)(F)(F)(F)F. The catalyst is C1(C)C=CC=CC=1.CN(C=O)C.C(Cl)Cl. The product is [CH2:1]([C:3]1[CH:4]=[CH:5][C:6]([CH:9]=[CH:10][C:11]2[C:19]3[C:14](=[CH:15][C:16]([NH:20][C:21]4[CH:29]=[CH:28][CH:27]=[CH:26][C:22]=4[C:23]([NH:40][CH2:37][C:38]#[CH:39])=[O:24])=[CH:17][CH:18]=3)[NH:13][N:12]=2)=[N:7][CH:8]=1)[CH3:2]. The yield is 0.660. (6) The reactants are [CH:1]1([NH2:7])[CH2:6][CH2:5][CH2:4][CH2:3][CH2:2]1.[C:8]([O:12][C:13](=[O:28])[CH2:14][C@@H:15]([CH2:19][CH2:20][CH2:21][C:22]1[CH:27]=[CH:26][CH:25]=[CH:24][CH:23]=1)[C:16]([OH:18])=[O:17])([CH3:11])([CH3:10])[CH3:9].C(OCC)(=O)C.C(O)(=O)CC(CC(O)=O)(C(O)=O)O.C1(N)CCCCC1. The catalyst is CO. The yield is 0.710. The product is [CH:1]1([NH2:7])[CH2:6][CH2:5][CH2:4][CH2:3][CH2:2]1.[C:8]([O:12][C:13](=[O:28])[CH2:14][C@@H:15]([CH2:19][CH2:20][CH2:21][CH:22]1[CH2:23][CH2:24][CH2:25][CH2:26][CH2:27]1)[C:16]([OH:18])=[O:17])([CH3:11])([CH3:9])[CH3:10].